Dataset: NCI-60 drug combinations with 297,098 pairs across 59 cell lines. Task: Regression. Given two drug SMILES strings and cell line genomic features, predict the synergy score measuring deviation from expected non-interaction effect. (1) Drug 1: C#CCC(CC1=CN=C2C(=N1)C(=NC(=N2)N)N)C3=CC=C(C=C3)C(=O)NC(CCC(=O)O)C(=O)O. Drug 2: CS(=O)(=O)OCCCCOS(=O)(=O)C. Cell line: NCI-H460. Synergy scores: CSS=33.7, Synergy_ZIP=-10.7, Synergy_Bliss=-4.13, Synergy_Loewe=-1.18, Synergy_HSA=-2.21. (2) Drug 1: C1=CC(=CC=C1CC(C(=O)O)N)N(CCCl)CCCl.Cl. Drug 2: CCN(CC)CCNC(=O)C1=C(NC(=C1C)C=C2C3=C(C=CC(=C3)F)NC2=O)C. Cell line: EKVX. Synergy scores: CSS=-1.15, Synergy_ZIP=-0.175, Synergy_Bliss=-1.40, Synergy_Loewe=-3.68, Synergy_HSA=-3.44. (3) Drug 1: C1CCN(CC1)CCOC2=CC=C(C=C2)C(=O)C3=C(SC4=C3C=CC(=C4)O)C5=CC=C(C=C5)O. Drug 2: CC1=C2C(C(=O)C3(C(CC4C(C3C(C(C2(C)C)(CC1OC(=O)C(C(C5=CC=CC=C5)NC(=O)OC(C)(C)C)O)O)OC(=O)C6=CC=CC=C6)(CO4)OC(=O)C)OC)C)OC. Cell line: UO-31. Synergy scores: CSS=35.6, Synergy_ZIP=-5.17, Synergy_Bliss=1.30, Synergy_Loewe=-36.8, Synergy_HSA=2.67. (4) Drug 1: CC1C(C(CC(O1)OC2CC(CC3=C2C(=C4C(=C3O)C(=O)C5=C(C4=O)C(=CC=C5)OC)O)(C(=O)C)O)N)O.Cl. Drug 2: C1=C(C(=O)NC(=O)N1)N(CCCl)CCCl. Cell line: U251. Synergy scores: CSS=51.8, Synergy_ZIP=-0.672, Synergy_Bliss=-0.756, Synergy_Loewe=-32.0, Synergy_HSA=2.88. (5) Drug 1: COC1=CC(=CC(=C1O)OC)C2C3C(COC3=O)C(C4=CC5=C(C=C24)OCO5)OC6C(C(C7C(O6)COC(O7)C8=CC=CS8)O)O. Drug 2: C1=NC2=C(N1)C(=S)N=C(N2)N. Cell line: MOLT-4. Synergy scores: CSS=77.1, Synergy_ZIP=-0.886, Synergy_Bliss=-1.09, Synergy_Loewe=-2.51, Synergy_HSA=0.802. (6) Drug 1: CC1C(C(CC(O1)OC2CC(OC(C2O)C)OC3=CC4=CC5=C(C(=O)C(C(C5)C(C(=O)C(C(C)O)O)OC)OC6CC(C(C(O6)C)O)OC7CC(C(C(O7)C)O)OC8CC(C(C(O8)C)O)(C)O)C(=C4C(=C3C)O)O)O)O. Drug 2: C1CN(CCN1C(=O)CCBr)C(=O)CCBr. Cell line: OVCAR-8. Synergy scores: CSS=63.8, Synergy_ZIP=-4.42, Synergy_Bliss=-1.12, Synergy_Loewe=-2.48, Synergy_HSA=-0.865. (7) Drug 1: CC(CN1CC(=O)NC(=O)C1)N2CC(=O)NC(=O)C2. Drug 2: CCC(=C(C1=CC=CC=C1)C2=CC=C(C=C2)OCCN(C)C)C3=CC=CC=C3.C(C(=O)O)C(CC(=O)O)(C(=O)O)O. Cell line: SR. Synergy scores: CSS=38.3, Synergy_ZIP=-5.92, Synergy_Bliss=-8.62, Synergy_Loewe=-10.8, Synergy_HSA=-7.34. (8) Drug 1: C1=CN(C(=O)N=C1N)C2C(C(C(O2)CO)O)O.Cl. Drug 2: C1=CN(C=N1)CC(O)(P(=O)(O)O)P(=O)(O)O. Cell line: SW-620. Synergy scores: CSS=43.2, Synergy_ZIP=-0.370, Synergy_Bliss=-1.18, Synergy_Loewe=-15.8, Synergy_HSA=-1.85.